From a dataset of Serine/threonine kinase 33 screen with 319,792 compounds. Binary Classification. Given a drug SMILES string, predict its activity (active/inactive) in a high-throughput screening assay against a specified biological target. (1) The compound is O1c2c(OCC1)cc(NC(=O)C)c(c2)C(=O)c1ccccc1. The result is 0 (inactive). (2) The molecule is Clc1c(Sc2n(c(cn2)C(O)=O)C)ncc(c1)C(F)(F)F. The result is 0 (inactive).